From a dataset of Reaction yield outcomes from USPTO patents with 853,638 reactions. Predict the reaction yield, written as a fraction of the theoretical maximum amount of product (1.0 means a 100% yield; for example, 0.34 means a 34% yield). The reactants are [N+:1]([CH2:3][C:4]([O:6][CH2:7][CH3:8])=[O:5])#[C-:2].[CH2:9]1[CH2:19][CH2:18]N2C(=NCCC2)CC1.C=[O:21].C1C[O:25][CH2:24][CH2:23]1. No catalyst specified. The product is [NH:1]1[CH:2]=[C:19]([C:18]([O:25][CH2:24][CH3:23])=[O:21])[CH:9]=[C:3]1[C:4]([O:6][CH2:7][CH3:8])=[O:5]. The yield is 0.260.